Dataset: Reaction yield outcomes from USPTO patents with 853,638 reactions. Task: Predict the reaction yield, written as a fraction of the theoretical maximum amount of product (1.0 means a 100% yield; for example, 0.34 means a 34% yield). (1) The reactants are [NH2:1][C:2]1[C:3]2[N:10]([C:11]3[CH:16]=[CH:15][C:14]([N+:17]([O-])=O)=[C:13]([O:20][CH3:21])[CH:12]=3)[N:9]=[C:8]([C:22]3[CH2:23][CH2:24][N:25]([C:28]([O:30][C:31]([CH3:34])([CH3:33])[CH3:32])=[O:29])[CH2:26][CH:27]=3)[C:4]=2[N:5]=[CH:6][N:7]=1. The catalyst is [Pd].CO. The product is [NH2:1][C:2]1[C:3]2[N:10]([C:11]3[CH:16]=[CH:15][C:14]([NH2:17])=[C:13]([O:20][CH3:21])[CH:12]=3)[N:9]=[C:8]([CH:22]3[CH2:27][CH2:26][N:25]([C:28]([O:30][C:31]([CH3:34])([CH3:33])[CH3:32])=[O:29])[CH2:24][CH2:23]3)[C:4]=2[N:5]=[CH:6][N:7]=1. The yield is 0.930. (2) The reactants are [NH2:1][CH2:2][CH2:3][NH:4][C@@H:5]([C@@H:13]([CH3:16])[CH2:14][CH3:15])[C:6]([O:8][C:9]([CH3:12])([CH3:11])[CH3:10])=[O:7].[N:17]1[CH:22]=[CH:21][CH:20]=[CH:19][C:18]=1[C:23]1[S:24][CH:25]=[C:26]([CH:28]=O)[N:27]=1.[BH4-].[Na+].[N+](C1C=C[C:38]([O:41]C(=O)OC2C=CC([N+]([O-])=O)=CC=2)=CC=1)([O-])=O.C(N(CC)CC)C. The catalyst is C1C=CC=CC=1.C(O)C.ClCCCl. The product is [CH3:16][C@@H:13]([CH2:14][CH3:15])[C@H:5]([N:4]1[CH2:3][CH2:2][N:1]([CH2:28][C:26]2[N:27]=[C:23]([C:18]3[CH:19]=[CH:20][CH:21]=[CH:22][N:17]=3)[S:24][CH:25]=2)[C:38]1=[O:41])[C:6]([O:8][C:9]([CH3:10])([CH3:11])[CH3:12])=[O:7]. The yield is 0.380. (3) The reactants are [C:1]([O:5][C:6]([N:8]1[CH2:13][CH2:12][C:11](=[C:14]([C:42]2[CH:47]=[CH:46][CH:45]=[CH:44][CH:43]=2)[C:15]([NH:17][NH:18][C:19]([CH:21]2[CH2:24][N:23]([C:25]([O:27][CH2:28][CH:29]3[C:41]4[CH:40]=[CH:39][CH:38]=[CH:37][C:36]=4[C:35]4[C:30]3=[CH:31][CH:32]=[CH:33][CH:34]=4)=[O:26])[CH2:22]2)=[O:20])=O)[CH2:10][CH2:9]1)=[O:7])([CH3:4])([CH3:3])[CH3:2].CCN(C(C)C)C(C)C.C1C=CC(P(C2C=CC=CC=2)C2C=CC=CC=2)=CC=1.ClC(Cl)(Cl)C(Cl)(Cl)Cl. The catalyst is CC#N. The product is [C:1]([O:5][C:6]([N:8]1[CH2:9][CH2:10][C:11](=[C:14]([C:42]2[CH:47]=[CH:46][CH:45]=[CH:44][CH:43]=2)[C:15]2[O:20][C:19]([CH:21]3[CH2:22][N:23]([C:25]([O:27][CH2:28][CH:29]4[C:41]5[CH:40]=[CH:39][CH:38]=[CH:37][C:36]=5[C:35]5[C:30]4=[CH:31][CH:32]=[CH:33][CH:34]=5)=[O:26])[CH2:24]3)=[N:18][N:17]=2)[CH2:12][CH2:13]1)=[O:7])([CH3:4])([CH3:2])[CH3:3]. The yield is 0.750. (4) The reactants are [F:1][CH:2]1[C:7]([C:8]2[C:16]3[C:11](=[CH:12][CH:13]=[C:14]([N+:17]([O-:19])=[O:18])[CH:15]=3)[NH:10][CH:9]=2)=[CH:6][CH2:5][NH:4][CH2:3]1.C=O.[CH3:22]C(O)=O.[BH3-]C#N.[Na+].[OH-].[Na+]. The catalyst is CO. The product is [F:1][CH:2]1[C:7]([C:8]2[C:16]3[C:11](=[CH:12][CH:13]=[C:14]([N+:17]([O-:19])=[O:18])[CH:15]=3)[NH:10][CH:9]=2)=[CH:6][CH2:5][N:4]([CH3:22])[CH2:3]1. The yield is 0.950. (5) The reactants are Cl.CN(C)CCCN=C=NCC.CN(C=O)C.[CH3:18][N:19]1[C:27]2[C:22](=[CH:23][CH:24]=[CH:25][CH:26]=2)[C:21]([CH3:28])=[C:20]1[C:29]([OH:31])=O.[NH2:32][C@H:33]([C:37]([NH:39][CH:40]([CH:49]([OH:52])[CH2:50][F:51])[CH2:41][C:42]([O:44][C:45]([CH3:48])([CH3:47])[CH3:46])=[O:43])=[O:38])[CH:34]([CH3:36])[CH3:35]. The catalyst is CN(C)C1C=CN=CC=1.C(Cl)Cl. The product is [CH3:18][N:19]1[C:27]2[C:22](=[CH:23][CH:24]=[CH:25][CH:26]=2)[C:21]([CH3:28])=[C:20]1[C:29]([NH:32][C@H:33]([C:37]([NH:39][CH:40]([CH:49]([OH:52])[CH2:50][F:51])[CH2:41][C:42]([O:44][C:45]([CH3:46])([CH3:47])[CH3:48])=[O:43])=[O:38])[CH:34]([CH3:35])[CH3:36])=[O:31]. The yield is 0.560. (6) The catalyst is O1CCOCC1.O.[Pd](Cl)Cl.C1(P(C2C=CC=CC=2)[C-]2C=CC=C2)C=CC=CC=1.[C-]1(P(C2C=CC=CC=2)C2C=CC=CC=2)C=CC=C1.[Fe+2]. The product is [S:22]1[C:26]2[C:27]([C:31]3[O:41][C:34]4=[C:35]([NH2:40])[N:36]=[CH:37][C:38]([C:11]5[CH:10]=[N:9][N:8]([CH:5]6[CH2:4][CH2:3][N:2]([CH3:1])[CH2:7][CH2:6]6)[CH:12]=5)=[C:33]4[CH:32]=3)=[CH:28][CH:29]=[CH:30][C:25]=2[CH:24]=[CH:23]1. The reactants are [CH3:1][N:2]1[CH2:7][CH2:6][CH:5]([N:8]2[CH:12]=[C:11](B3OC(C)(C)C(C)(C)O3)[CH:10]=[N:9]2)[CH2:4][CH2:3]1.[S:22]1[C:26]2[C:27]([C:31]3[O:41][C:34]4=[C:35]([NH2:40])[N:36]=[CH:37][C:38](I)=[C:33]4[CH:32]=3)=[CH:28][CH:29]=[CH:30][C:25]=2[CH:24]=[CH:23]1.C(=O)([O-])[O-].[K+].[K+]. The yield is 0.330. (7) The reactants are CN([CH:4]=[O:5])C.O[C:7]1[C:15]([N+:16]([O-:18])=[O:17])=[CH:14][C:10](C(O)=O)=[CH:9][N:8]=1.O=S(Cl)[Cl:21].[CH3:23][OH:24].C([O-])(O)=O.[Na+]. No catalyst specified. The product is [Cl:21][C:7]1[C:15]([N+:16]([O-:18])=[O:17])=[CH:14][C:10]([C:23]([O:5][CH3:4])=[O:24])=[CH:9][N:8]=1. The yield is 0.900.